This data is from NCI-60 drug combinations with 297,098 pairs across 59 cell lines. The task is: Regression. Given two drug SMILES strings and cell line genomic features, predict the synergy score measuring deviation from expected non-interaction effect. (1) Drug 1: CC1=C(C=C(C=C1)C(=O)NC2=CC(=CC(=C2)C(F)(F)F)N3C=C(N=C3)C)NC4=NC=CC(=N4)C5=CN=CC=C5. Drug 2: C1=CC=C(C=C1)NC(=O)CCCCCCC(=O)NO. Cell line: SK-MEL-5. Synergy scores: CSS=29.1, Synergy_ZIP=0.220, Synergy_Bliss=3.66, Synergy_Loewe=-5.28, Synergy_HSA=-1.15. (2) Drug 1: CCCS(=O)(=O)NC1=C(C(=C(C=C1)F)C(=O)C2=CNC3=C2C=C(C=N3)C4=CC=C(C=C4)Cl)F. Drug 2: C1=CC(=CC=C1CC(C(=O)O)N)N(CCCl)CCCl.Cl. Cell line: UO-31. Synergy scores: CSS=18.6, Synergy_ZIP=-3.54, Synergy_Bliss=3.58, Synergy_Loewe=4.03, Synergy_HSA=3.86. (3) Drug 1: CCCS(=O)(=O)NC1=C(C(=C(C=C1)F)C(=O)C2=CNC3=C2C=C(C=N3)C4=CC=C(C=C4)Cl)F. Drug 2: COC1=C(C=C2C(=C1)N=CN=C2NC3=CC(=C(C=C3)F)Cl)OCCCN4CCOCC4. Cell line: OVCAR-4. Synergy scores: CSS=15.9, Synergy_ZIP=-2.44, Synergy_Bliss=0.0511, Synergy_Loewe=-5.80, Synergy_HSA=-2.11. (4) Drug 1: CCC1=C2CN3C(=CC4=C(C3=O)COC(=O)C4(CC)O)C2=NC5=C1C=C(C=C5)O. Drug 2: C1=CC=C(C=C1)NC(=O)CCCCCCC(=O)NO. Cell line: NCIH23. Synergy scores: CSS=45.0, Synergy_ZIP=-2.98, Synergy_Bliss=-0.343, Synergy_Loewe=-23.8, Synergy_HSA=0.689. (5) Drug 1: CNC(=O)C1=CC=CC=C1SC2=CC3=C(C=C2)C(=NN3)C=CC4=CC=CC=N4. Drug 2: N.N.Cl[Pt+2]Cl. Cell line: SK-MEL-2. Synergy scores: CSS=-9.80, Synergy_ZIP=1.71, Synergy_Bliss=-4.02, Synergy_Loewe=-8.52, Synergy_HSA=-7.54.